Dataset: NCI-60 drug combinations with 297,098 pairs across 59 cell lines. Task: Regression. Given two drug SMILES strings and cell line genomic features, predict the synergy score measuring deviation from expected non-interaction effect. (1) Drug 2: CC(C)CN1C=NC2=C1C3=CC=CC=C3N=C2N. Cell line: UACC-257. Drug 1: CC12CCC(CC1=CCC3C2CCC4(C3CC=C4C5=CN=CC=C5)C)O. Synergy scores: CSS=3.19, Synergy_ZIP=-0.523, Synergy_Bliss=-2.92, Synergy_Loewe=-4.66, Synergy_HSA=-4.81. (2) Drug 1: CC1=C(C(CCC1)(C)C)C=CC(=CC=CC(=CC(=O)O)C)C. Drug 2: CC1C(C(CC(O1)OC2CC(CC3=C2C(=C4C(=C3O)C(=O)C5=C(C4=O)C(=CC=C5)OC)O)(C(=O)CO)O)N)O.Cl. Cell line: M14. Synergy scores: CSS=33.8, Synergy_ZIP=-2.61, Synergy_Bliss=0.624, Synergy_Loewe=-9.79, Synergy_HSA=0.947.